From a dataset of Full USPTO retrosynthesis dataset with 1.9M reactions from patents (1976-2016). Predict the reactants needed to synthesize the given product. (1) Given the product [Br:1][CH:2]([CH2:6][CH3:7])[C:3]([N:8]1[CH2:13][CH2:12][O:11][CH2:10][CH2:9]1)=[O:4], predict the reactants needed to synthesize it. The reactants are: [Br:1][CH:2]([CH2:6][CH3:7])[C:3](O)=[O:4].[NH:8]1[CH2:13][CH2:12][O:11][CH2:10][CH2:9]1.Cl.C(N=C=NCCCN(C)C)C.OC1C2NN=NC=2C=CC=1. (2) The reactants are: [CH:1]([N:4]1[CH2:9][CH2:8][N:7]([C:10]([C:12]2[CH:13]=[C:14]3[C:18](=[CH:19][CH:20]=2)[NH:17][C:16]([C:21]([N:23]2[CH2:28][CH2:27][N:26](S(C)(=O)=O)[CH2:25][CH2:24]2)=[O:22])=[CH:15]3)=[O:11])[CH2:6][CH2:5]1)([CH3:3])[CH3:2].Cl.N1(C(N)=O)CCNCC1.[CH:43]1([C:46]([OH:48])=O)[CH2:45][CH2:44]1. Given the product [CH:43]1([C:46]([N:26]2[CH2:27][CH2:28][N:23]([C:21]([C:16]3[NH:17][C:18]4[C:14]([CH:15]=3)=[CH:13][C:12]([C:10]([N:7]3[CH2:6][CH2:5][N:4]([CH:1]([CH3:3])[CH3:2])[CH2:9][CH2:8]3)=[O:11])=[CH:20][CH:19]=4)=[O:22])[CH2:24][CH2:25]2)=[O:48])[CH2:45][CH2:44]1, predict the reactants needed to synthesize it. (3) Given the product [C:32](=[O:33])([O:19][CH2:18][C:5]1[N:4]([C:20]2[CH:28]=[CH:27][CH:26]=[C:22]([C:23]([NH2:25])=[O:24])[CH:21]=2)[C:3](=[O:29])[C:2]([Br:1])=[C:7]([O:8][CH2:9][C:10]2[CH:15]=[CH:14][C:13]([F:16])=[CH:12][C:11]=2[F:17])[CH:6]=1)[NH2:37], predict the reactants needed to synthesize it. The reactants are: [Br:1][C:2]1[C:3](=[O:29])[N:4]([C:20]2[CH:21]=[C:22]([CH:26]=[CH:27][CH:28]=2)[C:23]([NH2:25])=[O:24])[C:5]([CH2:18][OH:19])=[CH:6][C:7]=1[O:8][CH2:9][C:10]1[CH:15]=[CH:14][C:13]([F:16])=[CH:12][C:11]=1[F:17].ClC(Cl)(Cl)[C:32](Cl)=[O:33].[NH4+:37].[OH-]. (4) Given the product [O:1]=[C:2]1[CH:7]([N:8]2[C:16](=[O:17])[C:15]3[C:10](=[CH:11][CH:12]=[CH:13][C:14]=3[O:18][CH2:28][C:29]([O:31][C:32]([CH3:35])([CH3:34])[CH3:33])=[O:30])[C:9]2=[O:19])[CH2:6][CH2:5][C:4](=[O:20])[NH:3]1, predict the reactants needed to synthesize it. The reactants are: [O:1]=[C:2]1[CH:7]([N:8]2[C:16](=[O:17])[C:15]3[C:10](=[CH:11][CH:12]=[CH:13][C:14]=3[OH:18])[C:9]2=[O:19])[CH2:6][CH2:5][C:4](=[O:20])[NH:3]1.C(=O)([O-])[O-].[K+].[K+].Br[CH2:28][C:29]([O:31][C:32]([CH3:35])([CH3:34])[CH3:33])=[O:30].